This data is from Catalyst prediction with 721,799 reactions and 888 catalyst types from USPTO. The task is: Predict which catalyst facilitates the given reaction. (1) Reactant: [C:1]([NH:5][C:6](=[O:9])[CH:7]=[CH2:8])([CH3:4])([CH3:3])[CH3:2].[C:10]([NH2:14])(=[O:13])[CH:11]=[CH2:12]. Product: [C:1]([NH:5][C:6](=[O:9])[CH:7]=[CH2:8])([CH3:4])([CH3:3])[CH3:2].[C:10]([NH2:14])(=[O:13])[CH:11]=[CH2:12]. The catalyst class is: 32. (2) Reactant: [CH2:1]=O.[F:3][C:4]1[C:9]2[N:10]=[C:11]([C:13]3[C:14]([NH2:30])=[N:15][CH:16]=[C:17]([C:19]4[CH:20]=[N:21][N:22]([CH:24]5[CH2:29][CH2:28][NH:27][CH2:26][CH2:25]5)[CH:23]=4)[CH:18]=3)[O:12][C:8]=2[CH:7]=[CH:6][CH:5]=1.[Na].N. Product: [F:3][C:4]1[C:9]2[N:10]=[C:11]([C:13]3[C:14]([NH2:30])=[N:15][CH:16]=[C:17]([C:19]4[CH:20]=[N:21][N:22]([CH:24]5[CH2:25][CH2:26][N:27]([CH3:1])[CH2:28][CH2:29]5)[CH:23]=4)[CH:18]=3)[O:12][C:8]=2[CH:7]=[CH:6][CH:5]=1. The catalyst class is: 98.